This data is from Forward reaction prediction with 1.9M reactions from USPTO patents (1976-2016). The task is: Predict the product of the given reaction. (1) Given the reactants [O:1]=[C:2]1[NH:6][C:5](=[O:7])[CH:4]([CH2:8][C:9]2[CH:31]=[CH:30][C:12]([O:13][CH2:14][C:15]([N:17]([C:19]3[CH:24]=[C:23]([O:25][CH3:26])[CH:22]=[CH:21][C:20]=3[N+:27]([O-])=O)[CH3:18])=O)=[CH:11][CH:10]=2)[S:3]1.CO.[ClH:34].[H][H], predict the reaction product. The product is: [ClH:34].[CH3:26][O:25][C:23]1[CH:22]=[CH:21][C:20]2[N:27]=[C:15]([CH2:14][O:13][C:12]3[CH:30]=[CH:31][C:9]([CH2:8][CH:4]4[S:3][C:2](=[O:1])[NH:6][C:5]4=[O:7])=[CH:10][CH:11]=3)[N:17]([CH3:18])[C:19]=2[CH:24]=1. (2) Given the reactants [CH3:1][O:2][C:3]1[CH:4]=[C:5]([CH2:9][CH2:10][NH2:11])[CH:6]=[CH:7][CH:8]=1.[C:12](OC(=O)C)(=[O:14])[CH3:13], predict the reaction product. The product is: [CH3:1][O:2][C:3]1[CH:4]=[C:5]([CH2:9][CH2:10][NH:11][C:12](=[O:14])[CH3:13])[CH:6]=[CH:7][CH:8]=1. (3) Given the reactants C(N(CC)CC)C.[N:8]1[CH:13]=[CH:12][C:11]([C:14]([OH:16])=[O:15])=[CH:10][CH:9]=1.CN(C(F)=[N+](C)C)C.F[P-](F)(F)(F)(F)F.[NH2:32][C:33](=[N:67][C:68](=[O:75])[C:69]1[CH:74]=[CH:73][CH:72]=[CH:71][CH:70]=1)[C:34]1[CH:39]=[CH:38][C:37]([NH:40][CH:41]([C:54]2[CH:59]=[C:58]([O:60][CH3:61])[CH:57]=[C:56]([O:62][CH2:63][CH2:64]O)[C:55]=2[F:66])[C:42]2[NH:46][C:45](=[O:47])[N:44]([C:48]3[N:53]=[CH:52][CH:51]=[CH:50][N:49]=3)[N:43]=2)=[CH:36][CH:35]=1, predict the reaction product. The product is: [NH2:32][C:33](=[N:67][C:68](=[O:75])[C:69]1[CH:70]=[CH:71][CH:72]=[CH:73][CH:74]=1)[C:34]1[CH:39]=[CH:38][C:37]([NH:40][CH:41]([C:42]2[NH:46][C:45](=[O:47])[N:44]([C:48]3[N:49]=[CH:50][CH:51]=[CH:52][N:53]=3)[N:43]=2)[C:54]2[C:55]([F:66])=[C:56]([CH:57]=[C:58]([O:60][CH3:61])[CH:59]=2)[O:62][CH2:63][CH2:64][O:15][C:14](=[O:16])[C:11]2[CH:12]=[CH:13][N:8]=[CH:9][CH:10]=2)=[CH:36][CH:35]=1. (4) Given the reactants [O:1]=[C:2]1[CH2:7][NH:6][CH2:5][CH2:4][N:3]1[CH:8]1[CH2:17][CH2:16][C:15]2[CH:14]=[C:13]([C:18]#[N:19])[CH:12]=[CH:11][C:10]=2[CH2:9]1.[N:20]1([C:25]2[CH:30]=[CH:29][C:28]([CH2:31][C:32](O)=[O:33])=[CH:27][CH:26]=2)[CH:24]=[N:23][N:22]=[N:21]1.C(Cl)CCl, predict the reaction product. The product is: [O:1]=[C:2]1[CH2:7][N:6]([C:32](=[O:33])[CH2:31][C:28]2[CH:27]=[CH:26][C:25]([N:20]3[CH:24]=[N:23][N:22]=[N:21]3)=[CH:30][CH:29]=2)[CH2:5][CH2:4][N:3]1[CH:8]1[CH2:17][CH2:16][C:15]2[CH:14]=[C:13]([C:18]#[N:19])[CH:12]=[CH:11][C:10]=2[CH2:9]1. (5) Given the reactants [O:1]1[C:5]2([CH2:10][CH2:9][CH:8]([C:11]#[N:12])[CH2:7][CH2:6]2)[O:4][CH2:3][CH2:2]1.[CH3:13][Si]([N-][Si](C)(C)C)(C)C.[Li+].IC.Cl.[OH-].[Na+], predict the reaction product. The product is: [CH3:13][C:8]1([C:11]#[N:12])[CH2:9][CH2:10][C:5]2([O:4][CH2:3][CH2:2][O:1]2)[CH2:6][CH2:7]1. (6) Given the reactants Cl.[Cl:2][C:3]1[CH:4]=[C:5]([N:9]2[CH2:14][CH2:13][NH:12][CH2:11][CH2:10]2)[CH:6]=[CH:7][CH:8]=1.[OH-].[Na+].Br[CH2:18][CH2:19][Cl:20], predict the reaction product. The product is: [Cl:20][CH2:19][CH2:18][N:12]1[CH2:13][CH2:14][N:9]([C:5]2[CH:6]=[CH:7][CH:8]=[C:3]([Cl:2])[CH:4]=2)[CH2:10][CH2:11]1. (7) The product is: [Cl:16][C:17]1[CH:18]=[CH:19][C:20]([C@@H:23]2[CH2:25][C@H:24]2[C:26]([N:7]2[CH2:6][C@H:5]([CH2:4][CH:1]3[CH2:2][CH2:3]3)[NH:10][C:9](=[O:11])[C@@H:8]2[CH2:12][CH:13]([CH3:15])[CH3:14])=[O:27])=[CH:21][CH:22]=1. Given the reactants [CH:1]1([CH2:4][C@@H:5]2[NH:10][C:9](=[O:11])[C@H:8]([CH2:12][CH:13]([CH3:15])[CH3:14])[NH:7][CH2:6]2)[CH2:3][CH2:2]1.[Cl:16][C:17]1[CH:22]=[CH:21][C:20]([C@@H:23]2[CH2:25][C@H:24]2[C:26](O)=[O:27])=[CH:19][CH:18]=1.C([C@@H]1N(C(=O)/C=C/C2C=CC=CC=2)C[C@H](CC(C)C)NC1=O)C(C)C, predict the reaction product. (8) Given the reactants [F:1][C:2]1[CH:10]=[C:9]2[C:5]([C:6]([C:11]3[CH:12]=[CH:13][C:14]([N:17]4[CH2:22][CH2:21][CH:20]([NH:23][S:24]([CH2:27][CH2:28][O:29]C)(=[O:26])=[O:25])[CH2:19][CH2:18]4)=[N:15][CH:16]=3)=[CH:7][NH:8]2)=[CH:4][CH:3]=1.B(Br)(Br)Br, predict the reaction product. The product is: [F:1][C:2]1[CH:10]=[C:9]2[C:5]([C:6]([C:11]3[CH:12]=[CH:13][C:14]([N:17]4[CH2:18][CH2:19][CH:20]([NH:23][S:24]([CH2:27][CH2:28][OH:29])(=[O:26])=[O:25])[CH2:21][CH2:22]4)=[N:15][CH:16]=3)=[CH:7][NH:8]2)=[CH:4][CH:3]=1. (9) The product is: [CH3:1][C:2]1[CH:6]=[C:5]([NH:7][S:8]([C:11]2[CH:16]=[CH:15][C:14]([C:23]3[CH:22]=[CH:21][CH:20]=[C:19]([CH3:18])[CH:24]=3)=[CH:13][CH:12]=2)(=[O:10])=[O:9])[O:4][N:3]=1. Given the reactants [CH3:1][C:2]1[CH:6]=[C:5]([NH:7][S:8]([C:11]2[CH:16]=[CH:15][C:14](Br)=[CH:13][CH:12]=2)(=[O:10])=[O:9])[O:4][N:3]=1.[CH3:18][C:19]1[CH:20]=[C:21](B(O)O)[CH:22]=[CH:23][CH:24]=1, predict the reaction product.